This data is from Forward reaction prediction with 1.9M reactions from USPTO patents (1976-2016). The task is: Predict the product of the given reaction. (1) Given the reactants [N+:1](/[CH:4]=[CH:5]/[C:6]1[CH:14]=[CH:13][C:9]2[O:10][CH2:11][O:12][C:8]=2[CH:7]=1)([O-:3])=[O:2].[C:15]([O:22][CH3:23])(=[O:21])[CH2:16][C:17]([O:19][CH3:20])=[O:18], predict the reaction product. The product is: [CH3:20][O:19][C:17]([CH:16]([CH:5]([C:6]1[CH:14]=[CH:13][C:9]2[O:10][CH2:11][O:12][C:8]=2[CH:7]=1)[CH2:4][N+:1]([O-:3])=[O:2])[C:15]([O:22][CH3:23])=[O:21])=[O:18]. (2) Given the reactants [N:1]([C:4]1[CH:5]=[CH:6][C:7]([CH3:27])=[C:8]([C:10]([C:12]2[CH:17]=[CH:16][C:15]([NH:18][C:19]3[CH:20]=[C:21]([CH3:25])[CH:22]=[CH:23][CH:24]=3)=[CH:14][C:13]=2[Cl:26])=[O:11])[CH:9]=1)=[N+:2]=[N-:3].[CH2:28]([OH:32])[CH2:29][C:30]#[CH:31], predict the reaction product. The product is: [Cl:26][C:13]1[CH:14]=[C:15]([NH:18][C:19]2[CH:20]=[C:21]([CH3:25])[CH:22]=[CH:23][CH:24]=2)[CH:16]=[CH:17][C:12]=1[C:10]([C:8]1[CH:9]=[C:4]([N:1]2[CH:31]=[C:30]([CH2:29][CH2:28][OH:32])[N:3]=[N:2]2)[CH:5]=[CH:6][C:7]=1[CH3:27])=[O:11]. (3) Given the reactants [S:1]([C:5]1[CH:33]=[CH:32][C:8]([CH2:9][N:10]2[N:14]=[C:13]([C:15]([NH:17][CH2:18][CH:19]3[CH2:24][CH2:23][N:22](C(OC(C)(C)C)=O)[CH2:21][CH2:20]3)=[O:16])[CH:12]=[N:11]2)=[CH:7][CH:6]=1)(=[O:4])(=[O:3])[NH2:2], predict the reaction product. The product is: [NH:22]1[CH2:23][CH2:24][CH:19]([CH2:18][NH:17][C:15]([C:13]2[CH:12]=[N:11][N:10]([CH2:9][C:8]3[CH:32]=[CH:33][C:5]([S:1](=[O:3])(=[O:4])[NH2:2])=[CH:6][CH:7]=3)[N:14]=2)=[O:16])[CH2:20][CH2:21]1. (4) Given the reactants [Cl:1][C:2]1[C:3]2[NH:10][C:9]([C:11]3[O:12][CH:13]=[CH:14][CH:15]=3)=[CH:8][C:4]=2[N:5]=[CH:6][N:7]=1.C(=O)([O-])[O-].[Cs+].[Cs+].[CH2:22]([O:24][CH2:25][CH2:26]Br)[CH3:23].O, predict the reaction product. The product is: [Cl:1][C:2]1[C:3]2[N:10]([CH2:23][CH2:22][O:24][CH2:25][CH3:26])[C:9]([C:11]3[O:12][CH:13]=[CH:14][CH:15]=3)=[CH:8][C:4]=2[N:5]=[CH:6][N:7]=1. (5) Given the reactants [Cl:1][C:2]1[CH:3]=[C:4]([CH2:20][C:21]([O:23]CC)=[O:22])[CH:5]=[CH:6][C:7]=1[NH:8][C:9]([N:11]1[C:19]2[C:14](=[CH:15][CH:16]=[CH:17][CH:18]=2)[CH2:13][CH2:12]1)=[O:10].[OH-].[Na+].C1COCC1, predict the reaction product. The product is: [Cl:1][C:2]1[CH:3]=[C:4]([CH2:20][C:21]([OH:23])=[O:22])[CH:5]=[CH:6][C:7]=1[NH:8][C:9]([N:11]1[C:19]2[C:14](=[CH:15][CH:16]=[CH:17][CH:18]=2)[CH2:13][CH2:12]1)=[O:10]. (6) Given the reactants [CH3:1][O:2][C:3](=[O:16])[C:4]1[CH:12]=[C:11]([N+:13]([O-:15])=[O:14])[CH:10]=[C:6]([C:7](O)=[O:8])[CH:5]=1.O=S(Cl)[Cl:19], predict the reaction product. The product is: [CH3:1][O:2][C:3](=[O:16])[C:4]1[CH:12]=[C:11]([N+:13]([O-:15])=[O:14])[CH:10]=[C:6]([C:7]([Cl:19])=[O:8])[CH:5]=1.